Dataset: Catalyst prediction with 721,799 reactions and 888 catalyst types from USPTO. Task: Predict which catalyst facilitates the given reaction. Reactant: [CH3:1][O:2][C:3]1[CH:8]=[C:7]([CH2:9]/[CH:10]=[C:11](\[CH3:23])/[CH2:12][CH2:13]/[CH:14]=[C:15](\[CH3:22])/[CH2:16][CH2:17][CH:18]=[C:19]([CH3:21])[CH3:20])[CH:6]=[C:5]([CH3:24])[CH:4]=1.C1C=C(Cl)C=C(C(OO)=[O:33])C=1. Product: [CH3:1][O:2][C:3]1[CH:8]=[C:7]([CH2:9]/[CH:10]=[C:11](\[CH3:23])/[CH2:12][CH2:13]/[CH:14]=[C:15](\[CH3:22])/[CH2:16][CH2:17][CH:18]2[O:33][C:19]2([CH3:20])[CH3:21])[CH:6]=[C:5]([CH3:24])[CH:4]=1. The catalyst class is: 2.